Dataset: Orexin1 receptor HTS with 218,158 compounds and 233 confirmed actives. Task: Binary Classification. Given a drug SMILES string, predict its activity (active/inactive) in a high-throughput screening assay against a specified biological target. (1) The compound is ClC(F)(F)c1n2nc(C(=O)N3CCCc4c3cccc4)cc2nc(c1)c1sccc1. The result is 0 (inactive). (2) The molecule is S(c1c(OC)cc(C2N3C(C4C2C(=O)N(C4=O)C)(CCCC3)C(OC)=O)cc1)CC. The result is 0 (inactive). (3) The drug is o1c(C(=O)Nc2c(cccc2C)C)ccc1[N+]([O-])=O. The result is 0 (inactive). (4) The drug is S(c1nn2c(cc(nc2n1)C)C)CCOc1ccc(F)cc1. The result is 0 (inactive). (5) The compound is s1c2c(CCC2)c2c1nc([nH]c2=O)/C=C\c1ccc(cc1)C(O)=O. The result is 0 (inactive). (6) The molecule is Clc1c(NC(=O)CN2CCC(CC2)C)cc(cc1)C(OC)=O. The result is 0 (inactive). (7) The compound is O=C(NC1CCCC1)C(N(c1cc(ccc1)C(=O)C)C(=O)CNC(=O)c1occc1)c1oc(cc1)C. The result is 0 (inactive).